This data is from Forward reaction prediction with 1.9M reactions from USPTO patents (1976-2016). The task is: Predict the product of the given reaction. (1) Given the reactants [NH2:1][C:2]1[CH:3]=[C:4]([OH:9])[CH:5]=[CH:6][C:7]=1[Cl:8].[Cl:10][C:11]1[CH:24]=[CH:23][C:14]([O:15][CH:16]([C:20](=O)[CH3:21])[C:17](=O)[CH3:18])=[CH:13][CH:12]=1.O.C1(C)C=CC(S(O)(=O)=O)=CC=1, predict the reaction product. The product is: [Cl:8][C:7]1[C:2]2[N:1]=[C:20]([CH3:21])[C:16]([O:15][C:14]3[CH:13]=[CH:12][C:11]([Cl:10])=[CH:24][CH:23]=3)=[C:17]([CH3:18])[C:3]=2[C:4]([OH:9])=[CH:5][CH:6]=1. (2) Given the reactants [H-].[Na+].[C:3]([O:7][C:8]([N:10]1[CH2:15][CH2:14][C:13]([CH2:17][N:18]([CH3:20])[CH3:19])([OH:16])[CH2:12][CH2:11]1)=[O:9])([CH3:6])([CH3:5])[CH3:4].[CH3:21]I, predict the reaction product. The product is: [C:3]([O:7][C:8]([N:10]1[CH2:11][CH2:12][C:13]([CH2:17][N:18]([CH3:20])[CH3:19])([O:16][CH3:21])[CH2:14][CH2:15]1)=[O:9])([CH3:6])([CH3:5])[CH3:4]. (3) Given the reactants Br[C:2]1[CH:3]=[CH:4][C:5]2[N:6]([CH:8]=[C:9]([C:11]3[CH:12]=[CH:13][C:14]([C:24]([F:27])([F:26])[F:25])=[C:15]([NH:17][C:18](=[O:23])[C:19]([CH3:22])([CH3:21])[CH3:20])[CH:16]=3)[N:10]=2)[CH:7]=1.[F:28][C:29]1[CH:34]=[CH:33][CH:32]=[CH:31][C:30]=1B(O)O.C([O-])([O-])=O.[Na+].[Na+], predict the reaction product. The product is: [F:28][C:29]1[CH:34]=[CH:33][CH:32]=[CH:31][C:30]=1[C:2]1[CH:3]=[CH:4][C:5]2[N:6]([CH:8]=[C:9]([C:11]3[CH:12]=[CH:13][C:14]([C:24]([F:26])([F:27])[F:25])=[C:15]([NH:17][C:18](=[O:23])[C:19]([CH3:22])([CH3:20])[CH3:21])[CH:16]=3)[N:10]=2)[CH:7]=1. (4) Given the reactants [CH3:1][C:2]1[CH:3]=[C:4]([CH2:9][C:10]#N)[CH:5]=[CH:6][C:7]=1[CH3:8].[OH:12]S(O)(=O)=O.[CH3:17][OH:18], predict the reaction product. The product is: [CH3:17][O:18][C:10](=[O:12])[CH2:9][C:4]1[CH:5]=[CH:6][C:7]([CH3:8])=[C:2]([CH3:1])[CH:3]=1.